Task: Predict the reaction yield, written as a fraction of the theoretical maximum amount of product (1.0 means a 100% yield; for example, 0.34 means a 34% yield).. Dataset: Reaction yield outcomes from USPTO patents with 853,638 reactions The reactants are [CH2:1]([N:3]1[CH2:8][CH2:7][N:6]([C:9]2[CH:18]=[C:17]([CH3:19])[C:16]3[C:11](=[CH:12][CH:13]=[C:14]([N+:20]([O-])=O)[CH:15]=3)[N:10]=2)[CH2:5][CH2:4]1)[CH3:2].[H][H]. The catalyst is C1COCC1.[Pd]. The product is [CH2:1]([N:3]1[CH2:4][CH2:5][N:6]([C:9]2[CH:18]=[C:17]([CH3:19])[C:16]3[C:11](=[CH:12][CH:13]=[C:14]([NH2:20])[CH:15]=3)[N:10]=2)[CH2:7][CH2:8]1)[CH3:2]. The yield is 0.970.